From a dataset of Forward reaction prediction with 1.9M reactions from USPTO patents (1976-2016). Predict the product of the given reaction. (1) Given the reactants [Cl:1][C:2]1[CH:7]=[C:6](NC2N=CN=C(NC(C3CC3)=O)C=2)[C:5](=[O:21])[N:4]2[C:22]([C:27]3[CH:32]=[CH:31][CH:30]=[C:29]([F:33])[CH:28]=3)(C)[NH:23][C:24](=[O:25])[C:3]=12.[Br:34]C1C=C(F)C(C(OCC)=O)=NC=1, predict the reaction product. The product is: [Br:34][C:6]1[C:5](=[O:21])[N:4]2[CH:22]([C:27]3[CH:32]=[CH:31][CH:30]=[C:29]([F:33])[CH:28]=3)[NH:23][C:24](=[O:25])[C:3]2=[C:2]([Cl:1])[CH:7]=1. (2) Given the reactants [N:1]1([CH2:6][CH2:7][O:8][C:9]2[CH:18]=[CH:17][C:12]([C:13](OC)=[O:14])=[C:11]([C:19]3[CH:24]=[CH:23][CH:22]=[CH:21][CH:20]=3)[CH:10]=2)[CH:5]=[CH:4][N:3]=[CH:2]1.[OH-].[Na+].[CH3:27][O:28][C:29](=[O:36])[C@H:30]([CH2:32][CH2:33][S:34][CH3:35])[NH2:31].CCN=C=NCCCN(C)C.C1C=CC2N(O)N=NC=2C=1, predict the reaction product. The product is: [CH3:27][O:28][C:29](=[O:36])[C@H:30]([CH2:32][CH2:33][S:34][CH3:35])[NH:31][C:13](=[O:14])[C:12]1[CH:17]=[CH:18][C:9]([O:8][CH2:7][CH2:6][N:1]2[CH:5]=[CH:4][N:3]=[CH:2]2)=[CH:10][C:11]=1[C:19]1[CH:20]=[CH:21][CH:22]=[CH:23][CH:24]=1. (3) Given the reactants [CH2:1]1[CH:5]2[CH:6]=[CH:7][CH:3]([CH2:4]2)[CH2:2]1.[CH2:8]=[CH:9][CH:10]=[CH2:11], predict the reaction product. The product is: [CH:3]12[CH2:4][CH:5]([CH:1]3[C:2]1=[CH:11][CH2:10][CH2:9][CH2:8]3)[CH2:6][CH2:7]2. (4) Given the reactants [CH2:1]([Si:3](Cl)([CH2:6][CH3:7])[CH2:4][CH3:5])[CH3:2].N1C=CN=C1.[O:14]1[CH:18]=[CH:17][CH:16]=[C:15]1[C@@H:19]1[NH:22][C:21](=[O:23])[C@@:20]1([OH:25])[CH3:24].C(OCC)(=O)C.CCCCC, predict the reaction product. The product is: [O:14]1[CH:18]=[CH:17][CH:16]=[C:15]1[C@@H:19]1[NH:22][C:21](=[O:23])[C@@:20]1([O:25][Si:3]([CH2:6][CH3:7])([CH2:4][CH3:5])[CH2:1][CH3:2])[CH3:24]. (5) Given the reactants [F:1][CH:2]([F:17])[C:3]1[O:7][N:6]=[C:5]([C:8]2[S:12][C:11]([C:13]([OH:15])=O)=[CH:10][CH:9]=2)[C:4]=1[CH3:16].[NH:18]1[CH2:23][CH2:22][CH2:21][CH2:20][CH2:19]1, predict the reaction product. The product is: [F:17][CH:2]([F:1])[C:3]1[O:7][N:6]=[C:5]([C:8]2[S:12][C:11]([C:13]([N:18]3[CH2:23][CH2:22][CH2:21][CH2:20][CH2:19]3)=[O:15])=[CH:10][CH:9]=2)[C:4]=1[CH3:16]. (6) Given the reactants Cl.C(OC([NH:9][CH2:10][C@H:11]1[CH2:16][CH2:15][C@H:14]([C:17]([NH:19][C@H:20]([C:52]([NH:54][C:55]2[CH:60]=[CH:59][C:58]([C:61]3[NH:62][C:63]([Cl:66])=[N:64][N:65]=3)=[CH:57][CH:56]=2)=[O:53])[CH2:21][C:22]2[CH:23]=[C:24]([C:28]3[CH:33]=[CH:32][C:31]([S:34]([NH:37][CH:38]4[CH2:43][CH2:42][N:41](C(OC(C)(C)C)=O)[CH2:40][CH2:39]4)(=[O:36])=[O:35])=[CH:30][C:29]=3[CH3:51])[CH:25]=[CH:26][CH:27]=2)=[O:18])[CH2:13][CH2:12]1)=O)(C)(C)C.C(#N)C, predict the reaction product. The product is: [ClH:66].[NH2:9][CH2:10][C@H:11]1[CH2:12][CH2:13][C@H:14]([C:17]([NH:19][C@@H:20]([CH2:21][C:22]2[CH:23]=[C:24]([C:28]3[CH:33]=[CH:32][C:31]([S:34](=[O:36])(=[O:35])[NH:37][CH:38]4[CH2:43][CH2:42][NH:41][CH2:40][CH2:39]4)=[CH:30][C:29]=3[CH3:51])[CH:25]=[CH:26][CH:27]=2)[C:52]([NH:54][C:55]2[CH:56]=[CH:57][C:58]([C:61]3[NH:62][C:63]([Cl:66])=[N:64][N:65]=3)=[CH:59][CH:60]=2)=[O:53])=[O:18])[CH2:15][CH2:16]1.